Predict the reaction yield, written as a fraction of the theoretical maximum amount of product (1.0 means a 100% yield; for example, 0.34 means a 34% yield). From a dataset of Reaction yield outcomes from USPTO patents with 853,638 reactions. (1) The product is [O:55]=[C:29]1[C:28]([CH2:27][C:24]2[CH:23]=[CH:22][C:21]([C:16]3[CH:17]=[CH:18][CH:19]=[CH:20][C:15]=3[C:13]3[NH:3][C:4](=[O:7])[O:5][N:14]=3)=[CH:26][CH:25]=2)=[C:33]([CH2:34][CH2:35][CH3:36])[N:32]2[N:37]=[CH:38][N:39]=[C:31]2[N:30]1[C@H:40]1[CH2:41][CH2:42][C@H:43]([O:46][CH2:47][C:48]2([C:52]([NH2:54])=[O:53])[CH2:51][CH2:50][CH2:49]2)[CH2:44][CH2:45]1. The catalyst is C(OCC)(=O)C. The yield is 0.640. The reactants are [Cl-].O[NH3+:3].[C:4](=[O:7])([O-])[OH:5].[Na+].CS(C)=O.[C:13]([C:15]1[CH:20]=[CH:19][CH:18]=[CH:17][C:16]=1[C:21]1[CH:26]=[CH:25][C:24]([CH2:27][C:28]2[C:29](=[O:55])[N:30]([C@H:40]3[CH2:45][CH2:44][C@H:43]([O:46][CH2:47][C:48]4([C:52]([NH2:54])=[O:53])[CH2:51][CH2:50][CH2:49]4)[CH2:42][CH2:41]3)[C:31]3[N:32]([N:37]=[CH:38][N:39]=3)[C:33]=2[CH2:34][CH2:35][CH3:36])=[CH:23][CH:22]=1)#[N:14]. (2) The reactants are [Br:1][CH2:2][C:3]1[C:4]([C:25]([F:28])([F:27])[F:26])=[C:5]([CH:8]=[CH:9][C:10]=1[N:11]=C(C1C=CC=CC=1)C1C=CC=CC=1)[C:6]#[N:7].Cl. The catalyst is C1COCC1. The product is [NH2:11][C:10]1[CH:9]=[CH:8][C:5]([C:6]#[N:7])=[C:4]([C:25]([F:27])([F:28])[F:26])[C:3]=1[CH2:2][Br:1]. The yield is 0.500. (3) The catalyst is CO. The product is [Cl:1][C:2]1[CH:3]=[C:4]([CH:8]([OH:30])[CH2:9][NH:10][C:11]2[CH:16]=[CH:15][NH:14][C:13](=[O:17])[C:12]=2[C:18]2[NH:19][C:20]3[CH:26]=[C:25]([C:27]4[S:35][CH2:34][CH2:33][N:28]=4)[CH:24]=[C:23]([CH3:29])[C:21]=3[N:22]=2)[CH:5]=[CH:6][CH:7]=1. The reactants are [Cl:1][C:2]1[CH:3]=[C:4]([CH:8]([OH:30])[CH2:9][NH:10][C:11]2[CH:16]=[CH:15][NH:14][C:13](=[O:17])[C:12]=2[C:18]2[NH:19][C:20]3[CH:26]=[C:25]([C:27]#[N:28])[CH:24]=[C:23]([CH3:29])[C:21]=3[N:22]=2)[CH:5]=[CH:6][CH:7]=1.Cl.N[CH2:33][CH2:34][SH:35].C(N(CC)CC)C. The yield is 0.660. (4) The reactants are Cl[C:2]1[CH:7]=[C:6]([N:8]2[CH:12]=[CH:11][N:10]=[CH:9]2)[N:5]=[CH:4][N:3]=1.[NH3:13]. The catalyst is CO. The product is [N:8]1([C:6]2[N:5]=[CH:4][N:3]=[C:2]([NH2:13])[CH:7]=2)[CH:12]=[CH:11][N:10]=[CH:9]1. The yield is 0.400. (5) The reactants are C(O)C.[CH2:4]([O:6][C:7](=[O:11])[CH2:8][C:9]#[N:10])[CH3:5].[OH-:12].[Na+].Cl.[NH2:15]O. The catalyst is O. The product is [CH2:4]([O:6][C:7](=[O:11])[CH2:8][C:9](=[NH:15])[NH:10][OH:12])[CH3:5]. The yield is 0.227. (6) The reactants are [NH2:1][C:2]1[C:7]([F:8])=[CH:6][N:5]([S:9]([C:12]2[CH:17]=[CH:16][C:15]([O:18][CH3:19])=[CH:14][CH:13]=2)(=[O:11])=[O:10])[C:4](=[O:20])[N:3]=1.N1C=CC=CC=1.[C:27](OC(=O)C)(=[O:29])[CH3:28]. The catalyst is C(#N)C. The product is [F:8][C:7]1[C:2](=[N:1][C:27](=[O:29])[CH3:28])[NH:3][C:4](=[O:20])[N:5]([S:9]([C:12]2[CH:13]=[CH:14][C:15]([O:18][CH3:19])=[CH:16][CH:17]=2)(=[O:10])=[O:11])[CH:6]=1. The yield is 0.675. (7) The reactants are ClC1C(Cl)=CC=CC=1N1CCN([CH2:15][CH2:16][CH2:17][CH2:18][O:19][C:20]2[CH:29]=[CH:28][C:27]3[C:22](=[C:23]([OH:30])[CH:24]=[CH:25][CH:26]=3)[N:21]=2)CC1.[CH2:31]([O:33][C:34]1[C:35]([N:40]2[CH2:45][CH2:44][NH:43][CH2:42][CH2:41]2)=[N:36][CH:37]=[CH:38][CH:39]=1)[CH3:32]. No catalyst specified. The product is [CH2:31]([O:33][C:34]1[C:35]([N:40]2[CH2:41][CH2:42][N:43]([CH2:15][CH2:16][CH2:17][CH2:18][O:19][C:20]3[CH:29]=[CH:28][C:27]4[C:22](=[C:23]([OH:30])[CH:24]=[CH:25][CH:26]=4)[N:21]=3)[CH2:44][CH2:45]2)=[N:36][CH:37]=[CH:38][CH:39]=1)[CH3:32]. The yield is 0.170. (8) The reactants are [F:1][C:2]1[CH:3]=[C:4]([NH:9]C(=O)CC(NC2C=CC(F)=CC=2)=O)[CH:5]=[CH:6][C:7]=1[OH:8].[H-].[Na+].Cl.Cl[C:27]1[CH:32]=[CH:31][N:30]=[CH:29][C:28]=1[N+:33]([O-:35])=[O:34]. The catalyst is CN(C=O)C.CCOC(C)=O. The product is [F:1][C:2]1[CH:3]=[C:4]([NH2:9])[CH:5]=[CH:6][C:7]=1[O:8][C:27]1[CH:32]=[CH:31][N:30]=[CH:29][C:28]=1[N+:33]([O-:35])=[O:34]. The yield is 0.600. (9) The reactants are [CH3:1][O:2][C:3]([C:5]1[C:6]2[CH:7]=[CH:8][N:9]([CH:15]([CH3:17])[CH3:16])[C:10]=2[CH:11]=[C:12]([OH:14])[CH:13]=1)=[O:4].[CH3:18][N:19]([CH3:23])[CH2:20][CH2:21]O.C1C=CC(P(C2C=CC=CC=2)C2C=CC=CC=2)=CC=1.CCOC(/N=N/C(OCC)=O)=O. The catalyst is C1COCC1. The product is [CH3:1][O:2][C:3]([C:5]1[C:6]2[CH:7]=[CH:8][N:9]([CH:15]([CH3:17])[CH3:16])[C:10]=2[CH:11]=[C:12]([O:14][CH2:21][CH2:20][N:19]([CH3:23])[CH3:18])[CH:13]=1)=[O:4]. The yield is 0.600.